The task is: Predict the product of the given reaction.. This data is from Forward reaction prediction with 1.9M reactions from USPTO patents (1976-2016). (1) The product is: [Br:1][C:18]1[CH:19]=[C:20]([C:21]([O:23][CH3:24])=[O:22])[C:15]([O:14][CH2:12][CH3:13])=[CH:16][C:17]=1[C:25]1[CH:30]=[CH:29][CH:28]=[CH:27][C:26]=1[F:31]. Given the reactants [Br:1]N1C(=O)NC(=O)N(Br)C1=O.[CH2:12]([O:14][C:15]1[CH:16]=[C:17]([C:25]2[CH:30]=[CH:29][CH:28]=[CH:27][C:26]=2[F:31])[CH:18]=[CH:19][C:20]=1[C:21]([O:23][CH3:24])=[O:22])[CH3:13].CN(C=O)C, predict the reaction product. (2) Given the reactants I[C:2]1[CH:7]=[CH:6][CH:5]=[CH:4][C:3]=1[CH:8]=[CH:9][C:10]([C:12]1[CH:17]=[CH:16][CH:15]=[CH:14][CH:13]=1)=[O:11].[NH2:18][CH2:19][C:20]1[CH:35]=[CH:34][C:23]([C:24]([NH:26][C:27]2[CH:32]=[CH:31][CH:30]=[CH:29][C:28]=2[NH2:33])=[O:25])=[CH:22][CH:21]=1.C([O-])([O-])=O.[K+].[K+].[CH2:42]=[C:43]=[CH2:44], predict the reaction product. The product is: [NH2:33][C:28]1[CH:29]=[CH:30][CH:31]=[CH:32][C:27]=1[NH:26][C:24](=[O:25])[C:23]1[CH:22]=[CH:21][C:20]([CH2:19][N:18]2[CH2:44][C:43](=[CH2:42])[C:2]3[C:3](=[CH:4][CH:5]=[CH:6][CH:7]=3)[CH:8]2[CH2:9][C:10](=[O:11])[C:12]2[CH:17]=[CH:16][CH:15]=[CH:14][CH:13]=2)=[CH:35][CH:34]=1. (3) Given the reactants [Cl:1][C:2]1[CH:3]=[C:4]([C:9]2[N:13]=[C:12]([CH:14]3[CH2:16][CH2:15]3)[O:11][N:10]=2)[CH:5]=[CH:6][C:7]=1[CH3:8].[Br:17]N1C(=O)CCC1=O.N(C(C)(C)C#N)=NC(C)(C)C#N, predict the reaction product. The product is: [Br:17][CH2:8][C:7]1[CH:6]=[CH:5][C:4]([C:9]2[N:13]=[C:12]([CH:14]3[CH2:15][CH2:16]3)[O:11][N:10]=2)=[CH:3][C:2]=1[Cl:1]. (4) Given the reactants C(N(CC)CC)C.[CH:8]([C:10]1[C:18]2[C:13](=[CH:14][CH:15]=[CH:16][CH:17]=2)[N:12](C(OC(C)(C)C)=O)[CH:11]=1)=[O:9].[O:26]1[C:30]2[CH:31]=[CH:32][CH:33]=[CH:34][C:29]=2[N:28]=[C:27]1[CH:35]=[N:36][C:37]1[CH:42]=[CH:41][CH:40]=[C:39]([O:43][CH3:44])[CH:38]=1, predict the reaction product. The product is: [O:26]1[C:30]2[CH:31]=[CH:32][CH:33]=[CH:34][C:29]=2[N:28]=[C:27]1[CH:35]([NH:36][C:37]1[CH:42]=[CH:41][CH:40]=[C:39]([O:43][CH3:44])[CH:38]=1)[C:8]([C:10]1[C:18]2[C:13](=[CH:14][CH:15]=[CH:16][CH:17]=2)[NH:12][CH:11]=1)=[O:9].